From a dataset of Full USPTO retrosynthesis dataset with 1.9M reactions from patents (1976-2016). Predict the reactants needed to synthesize the given product. (1) Given the product [CH3:15][N:14]([CH3:17])[CH2:16][CH:2]=[CH:1][C:4]1[C:9]([C:10]([F:13])([F:12])[F:11])=[CH:8][CH:7]=[CH:6][N:5]=1, predict the reactants needed to synthesize it. The reactants are: [C:1]([C:4]1[C:9]([C:10]([F:13])([F:12])[F:11])=[CH:8][CH:7]=[CH:6][N:5]=1)(=O)[CH3:2].[N:14]([CH:17](OC)OC)([CH3:16])[CH3:15]. (2) Given the product [C:1]([O:5][C:6](=[O:25])[NH:7][C@@H:8]1[CH2:12][CH2:11][N:10]([S:13]([C:16]2[C:21]([Cl:22])=[CH:20][CH:19]=[C:18]([NH:23][C:30]3[C:29](=[O:32])[C:28](=[O:33])[C:27]=3[Cl:26])[C:17]=2[OH:24])(=[O:14])=[O:15])[CH2:9]1)([CH3:4])([CH3:2])[CH3:3], predict the reactants needed to synthesize it. The reactants are: [C:1]([O:5][C:6](=[O:25])[NH:7][C@@H:8]1[CH2:12][CH2:11][N:10]([S:13]([C:16]2[C:21]([Cl:22])=[CH:20][CH:19]=[C:18]([NH2:23])[C:17]=2[OH:24])(=[O:15])=[O:14])[CH2:9]1)([CH3:4])([CH3:3])[CH3:2].[Cl:26][C:27]1[C:28](=[O:33])[C:29](=[O:32])[C:30]=1Cl.